This data is from Forward reaction prediction with 1.9M reactions from USPTO patents (1976-2016). The task is: Predict the product of the given reaction. (1) Given the reactants [C:1]([N:5]1[C:9]([NH:10][C:11]2[N:16]=[C:15]([CH2:17][C:18]3([C:31]([NH:33][NH2:34])=[O:32])[CH2:23][CH2:22][N:21]([C:24]([O:26][C:27]([CH3:30])([CH3:29])[CH3:28])=[O:25])[CH2:20][CH2:19]3)[CH:14]=[CH:13][CH:12]=2)=[CH:8][CH:7]=[N:6]1)([CH3:4])([CH3:3])[CH3:2].[C:35](N1C=CN=C1)(N1C=CN=C1)=[O:36].C(=O)(O)[O-].[Na+].O, predict the reaction product. The product is: [C:1]([N:5]1[C:9]([NH:10][C:11]2[N:16]=[C:15]([CH2:17][C:18]3([C:31]4[O:32][C:35](=[O:36])[NH:34][N:33]=4)[CH2:23][CH2:22][N:21]([C:24]([O:26][C:27]([CH3:28])([CH3:30])[CH3:29])=[O:25])[CH2:20][CH2:19]3)[CH:14]=[CH:13][CH:12]=2)=[CH:8][CH:7]=[N:6]1)([CH3:2])([CH3:3])[CH3:4]. (2) Given the reactants CC(C)([O-])C.[K+].O[C@@:8]([CH3:37])([CH2:21][O:22][C:23]1[CH:28]=[CH:27][CH:26]=[C:25]([C:29]2[C:33]3[S:34][CH:35]=[CH:36][C:32]=3[O:31][N:30]=2)[CH:24]=1)[CH2:9][O:10]S(C1C=CC(C)=CC=1)(=O)=O.C, predict the reaction product. The product is: [CH3:37][C@:8]1([CH2:21][O:22][C:23]2[CH:24]=[C:25]([C:29]3[C:33]4[S:34][CH:35]=[CH:36][C:32]=4[O:31][N:30]=3)[CH:26]=[CH:27][CH:28]=2)[CH2:9][O:10]1.